Task: Predict the product of the given reaction.. Dataset: Forward reaction prediction with 1.9M reactions from USPTO patents (1976-2016) (1) Given the reactants [CH2:1]([C:3]([C:14]1[CH:19]=[CH:18][C:17]([O:20]S(C(F)(F)F)(=O)=O)=[C:16]([CH3:28])[CH:15]=1)([C:6]1[CH:11]=[CH:10][C:9](O)=[C:8]([CH3:13])[CH:7]=1)[CH2:4][CH3:5])[CH3:2].C([O-])(O)=O.[Na+].[Li+].[Br-].C1C=CC(P(C2C=CC=CC=2)CCCP(C2C=CC=CC=2)C2C=CC=CC=2)=CC=1.[CH3:65][O:66][C:67](=[O:70])[CH:68]=[CH2:69], predict the reaction product. The product is: [CH3:65][O:66][C:67](=[O:70])/[CH:68]=[CH:69]/[C:9]1[CH:10]=[CH:11][C:6]([C:3]([CH2:4][CH3:5])([C:14]2[CH:19]=[CH:18][C:17]([OH:20])=[C:16]([CH3:28])[CH:15]=2)[CH2:1][CH3:2])=[CH:7][C:8]=1[CH3:13]. (2) Given the reactants [CH3:1][N:2]([CH2:4][CH2:5][N:6]1[C:20](=[O:21])[C:15]2=[CH:16][C:17]([NH2:19])=[CH:18][C:13]3[C:14]2=[C:9]([CH:10]=[CH:11][CH:12]=3)[C:7]1=[O:8])[CH3:3].[C:22]([N:30]=[C:31]=[O:32])(=[O:29])[C:23]1[CH:28]=[CH:27][CH:26]=[CH:25][CH:24]=1, predict the reaction product. The product is: [CH3:3][N:2]([CH3:1])[CH2:4][CH2:5][N:6]1[C:20](=[O:21])[C:15]2[CH:16]=[C:17]([NH:19][C:31]([NH:30][C:22](=[O:29])[C:23]3[CH:24]=[CH:25][CH:26]=[CH:27][CH:28]=3)=[O:32])[CH:18]=[C:13]3[C:14]=2[C:9](=[CH:10][CH:11]=[CH:12]3)[C:7]1=[O:8]. (3) Given the reactants C1[CH:5]2[C@@H:6]3[CH:10]=[CH:9][C@H:8]([CH:4]2C=C1)[CH2:7]3.[CH3:11][O:12][C:13](=[O:16])C=C.C1(C=CC(O)=CC=1)O, predict the reaction product. The product is: [CH3:11][O:12][C:13]([C:6]12[CH2:7][CH:8]([CH2:4][CH2:5]1)[CH:9]=[CH:10]2)=[O:16]. (4) Given the reactants [F:1][C:2]1[CH:10]=[CH:9][C:5]([C:6](Cl)=[O:7])=[CH:4][CH:3]=1.[NH2:11][C:12]1[N:17]=[N:16][C:15]([N:18]2[CH2:23][CH2:22][N:21]([C:24]([C:26]3[CH:31]=[CH:30][CH:29]=[CH:28][C:27]=3[C:32]([F:35])([F:34])[F:33])=[O:25])[CH2:20][CH2:19]2)=[CH:14][CH:13]=1, predict the reaction product. The product is: [F:1][C:2]1[CH:10]=[CH:9][C:5]([C:6]([NH:11][C:12]2[N:17]=[N:16][C:15]([N:18]3[CH2:19][CH2:20][N:21]([C:24](=[O:25])[C:26]4[CH:31]=[CH:30][CH:29]=[CH:28][C:27]=4[C:32]([F:35])([F:34])[F:33])[CH2:22][CH2:23]3)=[CH:14][CH:13]=2)=[O:7])=[CH:4][CH:3]=1.